From a dataset of Full USPTO retrosynthesis dataset with 1.9M reactions from patents (1976-2016). Predict the reactants needed to synthesize the given product. (1) Given the product [N:23]1([S:2]([C:5]2[CH:6]=[C:7]([CH:11]=[CH:12][CH:13]=2)[C:8]([OH:10])=[O:9])(=[O:4])=[O:3])[CH2:28][CH2:27][O:26][CH2:25][CH2:24]1, predict the reactants needed to synthesize it. The reactants are: Cl[S:2]([C:5]1[CH:6]=[C:7]([CH:11]=[CH:12][CH:13]=1)[C:8]([OH:10])=[O:9])(=[O:4])=[O:3].C(N(C(C)C)CC)(C)C.[NH:23]1[CH2:28][CH2:27][O:26][CH2:25][CH2:24]1. (2) Given the product [C:1]([C:3]1[CH:4]=[C:5]2[C:9](=[CH:10][CH:11]=1)[N:8]([S:12]([C:15]1[CH:20]=[CH:19][C:18]([O:21][CH3:22])=[CH:17][C:16]=1[O:23][CH3:24])(=[O:13])=[O:14])[C:7](=[O:25])[C:6]2([NH:35][C:36]([N:55]1[CH2:54][CH2:53][N:52]([CH:49]2[CH2:50][CH2:51][N:46]([CH3:45])[CH2:47][CH2:48]2)[CH2:57][CH2:56]1)=[O:44])[C:26]1[C:27]([O:32][CH2:33][CH3:34])=[N:28][CH:29]=[CH:30][CH:31]=1)#[N:2], predict the reactants needed to synthesize it. The reactants are: [C:1]([C:3]1[CH:4]=[C:5]2[C:9](=[CH:10][CH:11]=1)[N:8]([S:12]([C:15]1[CH:20]=[CH:19][C:18]([O:21][CH3:22])=[CH:17][C:16]=1[O:23][CH3:24])(=[O:14])=[O:13])[C:7](=[O:25])[C:6]2([NH:35][C:36](=[O:44])OC1C=CC=CC=1)[C:26]1[C:27]([O:32][CH2:33][CH3:34])=[N:28][CH:29]=[CH:30][CH:31]=1)#[N:2].[CH3:45][N:46]1[CH2:51][CH2:50][CH:49]([N:52]2[CH2:57][CH2:56][NH:55][CH2:54][CH2:53]2)[CH2:48][CH2:47]1.C1COCC1.C(O)(C(F)(F)F)=O.